Dataset: Catalyst prediction with 721,799 reactions and 888 catalyst types from USPTO. Task: Predict which catalyst facilitates the given reaction. (1) Reactant: [N+:1]([C:4]1[CH:5]=[C:6]2[C:10](=[CH:11][CH:12]=1)[CH2:9][NH:8][CH2:7]2)([O-:3])=[O:2].[C:13]([O:17][C:18](O[C:18]([O:17][C:13]([CH3:16])([CH3:15])[CH3:14])=[O:19])=[O:19])([CH3:16])([CH3:15])[CH3:14].O. Product: [C:13]([O:17][C:18]([N:8]1[CH2:7][C:6]2[C:10](=[CH:11][CH:12]=[C:4]([N+:1]([O-:3])=[O:2])[CH:5]=2)[CH2:9]1)=[O:19])([CH3:16])([CH3:15])[CH3:14]. The catalyst class is: 468. (2) Reactant: [CH3:1][O:2][C:3]1[CH:8]=[CH:7][C:6]([C:9](=[O:20])[CH:10]([C:12]2[CH:17]=[CH:16][C:15]([O:18][CH3:19])=[CH:14][CH:13]=2)Br)=[CH:5][CH:4]=1.[C:21]([O:25][C:26]([N:28]1[CH2:33][CH2:32][CH:31]([C:34](=S)[NH2:35])[CH2:30][CH2:29]1)=[O:27])([CH3:24])([CH3:23])[CH3:22]. Product: [CH3:19][O:18][C:15]1[CH:16]=[CH:17][C:12]([C:10]2[N:35]=[C:34]([CH:31]3[CH2:32][CH2:33][N:28]([C:26]([O:25][C:21]([CH3:24])([CH3:23])[CH3:22])=[O:27])[CH2:29][CH2:30]3)[O:20][C:9]=2[C:6]2[CH:7]=[CH:8][C:3]([O:2][CH3:1])=[CH:4][CH:5]=2)=[CH:13][CH:14]=1. The catalyst class is: 5. (3) Reactant: [Cl:1][C:2]1[CH:3]=[C:4]([NH:9][C:10]2[C:19]3[C:14](=[CH:15][C:16]([O:23][CH2:24][CH:25]([F:27])[F:26])=[C:17]([N+:20]([O-])=O)[CH:18]=3)[N:13]=[CH:12][N:11]=2)[CH:5]=[CH:6][C:7]=1[F:8]. Product: [Cl:1][C:2]1[CH:3]=[C:4]([NH:9][C:10]2[C:19]3[C:14](=[CH:15][C:16]([O:23][CH2:24][CH:25]([F:27])[F:26])=[C:17]([NH2:20])[CH:18]=3)[N:13]=[CH:12][N:11]=2)[CH:5]=[CH:6][C:7]=1[F:8]. The catalyst class is: 446. (4) Reactant: [C:1]([O:5][C:6]([N:8]1[CH2:14][CH2:13][C:12]2[CH:15]=[C:16]([N:32]([CH3:34])[CH3:33])[C:17]([NH:19][S:20]([C:23]3[CH:28]=[CH:27][C:26]([C:29]([OH:31])=O)=[CH:25][CH:24]=3)(=[O:22])=[O:21])=[CH:18][C:11]=2[CH2:10][CH2:9]1)=[O:7])([CH3:4])([CH3:3])[CH3:2].[Cl:35][C:36]1[CH:43]=[CH:42][C:39]([NH:40][CH3:41])=[CH:38][CH:37]=1.Cl.C(N=C=NCCCN(C)C)C.ON1C2C=CC=CC=2N=N1.C(N(CC)CC)C.[Cl-].[NH4+]. Product: [C:1]([O:5][C:6]([N:8]1[CH2:14][CH2:13][C:12]2[CH:15]=[C:16]([N:32]([CH3:34])[CH3:33])[C:17]([NH:19][S:20]([C:23]3[CH:24]=[CH:25][C:26]([C:29](=[O:31])[N:40]([C:39]4[CH:42]=[CH:43][C:36]([Cl:35])=[CH:37][CH:38]=4)[CH3:41])=[CH:27][CH:28]=3)(=[O:21])=[O:22])=[CH:18][C:11]=2[CH2:10][CH2:9]1)=[O:7])([CH3:2])([CH3:4])[CH3:3]. The catalyst class is: 9. (5) Reactant: [CH3:1][O:2][C:3]1[CH:4]=[C:5]2[C:10](=[CH:11][C:12]=1[O:13][CH3:14])[N:9]=[CH:8][CH:7]=[C:6]2[O:15][C:16]1[CH:22]=[CH:21][C:19]([NH2:20])=[CH:18][CH:17]=1.C(N(CC)CC)C.ClC(Cl)(O[C:34](=[O:40])OC(Cl)(Cl)Cl)Cl.Cl.[N+:43]([C:46]1[CH:51]=[CH:50][C:49]([C@@H:52]([NH2:54])[CH3:53])=[CH:48][CH:47]=1)([O-:45])=[O:44]. Product: [CH3:1][O:2][C:3]1[CH:4]=[C:5]2[C:10](=[CH:11][C:12]=1[O:13][CH3:14])[N:9]=[CH:8][CH:7]=[C:6]2[O:15][C:16]1[CH:22]=[CH:21][C:19]([NH:20][C:34]([NH:54][C@H:52]([C:49]2[CH:48]=[CH:47][C:46]([N+:43]([O-:45])=[O:44])=[CH:51][CH:50]=2)[CH3:53])=[O:40])=[CH:18][CH:17]=1. The catalyst class is: 22. (6) Reactant: [OH:1][C:2]1[CH:10]=[C:9]2[C:5]([CH2:6][CH2:7][C:8]2=O)=[CH:4][C:3]=1[C:12]1[N:13]=[N:14][C:15]([N:18]([CH3:29])[CH:19]2[CH2:24][C:23]([CH3:26])([CH3:25])[NH:22][C:21]([CH3:28])([CH3:27])[CH2:20]2)=[CH:16][CH:17]=1.[ClH:30].[NH2:31][OH:32].N1C=CC=CC=1.CO. Product: [ClH:30].[OH:1][C:2]1[CH:10]=[C:9]2[C:5]([CH2:6][CH2:7][C:8]2=[N:31][OH:32])=[CH:4][C:3]=1[C:12]1[N:13]=[N:14][C:15]([N:18]([CH3:29])[CH:19]2[CH2:20][C:21]([CH3:28])([CH3:27])[NH:22][C:23]([CH3:25])([CH3:26])[CH2:24]2)=[CH:16][CH:17]=1. The catalyst class is: 15. (7) Reactant: C([NH:4][C:5]1[C:15]([N+:16]([O-:18])=[O:17])=[CH:14][C:13]([Cl:19])=[CH:12][C:6]=1[CH2:7][O:8]C(=O)C)(=O)C.[OH-].[Na+].Cl. Product: [NH2:4][C:5]1[C:15]([N+:16]([O-:18])=[O:17])=[CH:14][C:13]([Cl:19])=[CH:12][C:6]=1[CH2:7][OH:8]. The catalyst class is: 24. (8) Reactant: [C:1]([C:3]1[C:7]([C:8]([F:11])([F:10])[F:9])=[CH:6][NH:5][CH:4]=1)#[N:2].[O:12]1CCC[CH2:13]1.C=O.[OH-].C([N+](CCCC)(CCCC)CCCC)CCC. Product: [OH:12][CH2:13][N:5]1[CH:6]=[C:7]([C:8]([F:11])([F:9])[F:10])[C:3]([C:1]#[N:2])=[CH:4]1. The catalyst class is: 6.